Task: Predict the reaction yield, written as a fraction of the theoretical maximum amount of product (1.0 means a 100% yield; for example, 0.34 means a 34% yield).. Dataset: Reaction yield outcomes from USPTO patents with 853,638 reactions (1) The reactants are [C:1]1([CH3:10])[CH:6]=[CH:5][C:4]([C:7](=[O:9])[CH3:8])=[CH:3][CH:2]=1.[Br-:11].[Br-].[Br-].C([N+](CCCC)(CCCC)CCCC)CCC.C([N+](CCCC)(CCCC)CCCC)CCC.C([N+](CCCC)(CCCC)CCCC)CCC. The catalyst is ClCCl.CO. The product is [Br:11][CH2:8][C:7]([C:4]1[CH:5]=[CH:6][C:1]([CH3:10])=[CH:2][CH:3]=1)=[O:9]. The yield is 0.840. (2) The reactants are [CH3:1][C:2]1[CH:3]=[C:4]([CH:11]=[O:12])[CH:5]=[C:6]2[C:10]=1[NH:9][N:8]=[CH:7]2.C(N(CC)CC)C.[CH3:20][Si:21]([CH3:29])([CH3:28])[CH2:22][CH2:23][S:24](Cl)(=[O:26])=[O:25]. The catalyst is C(Cl)Cl. The product is [CH3:1][C:2]1[C:10]2[C:6](=[CH:7][N:8]([S:24]([CH2:23][CH2:22][Si:21]([CH3:29])([CH3:28])[CH3:20])(=[O:26])=[O:25])[N:9]=2)[CH:5]=[C:4]([CH:11]=[O:12])[CH:3]=1. The yield is 0.770.